Task: Predict the reaction yield, written as a fraction of the theoretical maximum amount of product (1.0 means a 100% yield; for example, 0.34 means a 34% yield).. Dataset: Reaction yield outcomes from USPTO patents with 853,638 reactions The reactants are [CH2:1]([NH2:5])[CH:2]([CH3:4])[CH3:3].F[C:7]1[CH:12]=[C:11](F)[CH:10]=[CH:9][C:8]=1[N+:14]([O-:16])=[O:15].[CH2:17]([OH:24])[C:18]1[CH:23]=[CH:22][CH:21]=[CH:20][CH:19]=1.C(=O)([O-])[O-].[K+].[K+]. The catalyst is S([O-])(O)(=O)=O.C([N+](CCCC)(CCCC)CCCC)CCC.O.C1(C)C=CC=CC=1. The product is [CH2:17]([O:24][C:11]1[CH:12]=[CH:7][C:8]([N+:14]([O-:16])=[O:15])=[C:9]([CH:10]=1)[NH:5][CH2:1][CH:2]([CH3:4])[CH3:3])[C:18]1[CH:23]=[CH:22][CH:21]=[CH:20][CH:19]=1. The yield is 0.810.